Dataset: Catalyst prediction with 721,799 reactions and 888 catalyst types from USPTO. Task: Predict which catalyst facilitates the given reaction. (1) Reactant: [CH3:1][O:2][C:3]1[CH:4]=[C:5]2[O:9][C:8]([C:10]3[N:11]=[C:12]4[N:16]([CH:17]=3)[N:15]=[C:14]([O:18][CH3:19])[S:13]4)=[CH:7][C:6]2=[C:20]([OH:22])[CH:21]=1.O[CH2:24][C:25]1[N:30]=[C:29]([C:31]2([OH:37])[CH2:36][CH2:35][O:34][CH2:33][CH2:32]2)[CH:28]=[CH:27][CH:26]=1.C(P(CCCC)CCCC)CCC.N(C(N1CCCCC1)=O)=NC(N1CCCCC1)=O. Product: [CH3:1][O:2][C:3]1[CH:21]=[C:20]([O:22][CH2:24][C:25]2[N:30]=[C:29]([C:31]3([OH:37])[CH2:36][CH2:35][O:34][CH2:33][CH2:32]3)[CH:28]=[CH:27][CH:26]=2)[C:6]2[CH:7]=[C:8]([C:10]3[N:11]=[C:12]4[N:16]([CH:17]=3)[N:15]=[C:14]([O:18][CH3:19])[S:13]4)[O:9][C:5]=2[CH:4]=1. The catalyst class is: 49. (2) Reactant: [O:1]1[C:5]2([CH2:10][CH2:9][C:8](B3OC(C)(C)C(C)(C)O3)=[CH:7][CH2:6]2)[O:4][CH2:3][CH2:2]1.I[C:21]1[C:25]([CH:26]=[O:27])=[CH:24][N:23]([CH:28]2[CH2:33][CH2:32][CH2:31][CH2:30][O:29]2)[N:22]=1.[O-]P([O-])([O-])=O.[K+].[K+].[K+].COCCOC. Product: [O:4]1[C:5]2([CH2:10][CH2:9][C:8]([C:21]3[C:25]([CH:26]=[O:27])=[CH:24][N:23]([CH:28]4[CH2:33][CH2:32][CH2:31][CH2:30][O:29]4)[N:22]=3)=[CH:7][CH2:6]2)[O:1][CH2:2][CH2:3]1. The catalyst class is: 263. (3) Reactant: [Cl:1][C:2]1[CH:7]=[CH:6][C:5]([NH:8][S:9]([CH2:12][CH2:13][CH3:14])(=[O:11])=[O:10])=[CH:4][C:3]=1[N+:15]([O-])=O.Cl. Product: [NH2:15][C:3]1[CH:4]=[C:5]([NH:8][S:9]([CH2:12][CH2:13][CH3:14])(=[O:11])=[O:10])[CH:6]=[CH:7][C:2]=1[Cl:1]. The catalyst class is: 5. (4) Reactant: [Cl:1][C:2]1[CH:3]=[CH:4][C:5]([N+:9]([O-:11])=[O:10])=[C:6]([CH:8]=1)[NH2:7].C1C(=O)N([I:19])C(=O)C1. Product: [Cl:1][C:2]1[C:3]([I:19])=[CH:4][C:5]([N+:9]([O-:11])=[O:10])=[C:6]([CH:8]=1)[NH2:7]. The catalyst class is: 86.